From a dataset of Kir2.1 potassium channel HTS with 301,493 compounds. Binary Classification. Given a drug SMILES string, predict its activity (active/inactive) in a high-throughput screening assay against a specified biological target. (1) The drug is S(=O)(=O)(Nc1cc2c(oc(c2C(O)=O)C)cc1)c1ccc(F)cc1. The result is 0 (inactive). (2) The result is 0 (inactive). The molecule is S(=O)(=O)(N1CCC(CC1)C)c1cc2c(n(cc(c2=O)C(=O)NCc2sccc2)C)cc1. (3) The molecule is Clc1ccc(C(=N\OC)/CNC(=O)c2cc(Cl)ccc2)cc1. The result is 0 (inactive). (4) The drug is s1c2c(CCCC2)c2c1nc([nH]c2=O)CCC(=O)Nc1ccc(NC(=O)C)cc1. The result is 0 (inactive). (5) The compound is O(C(=O)N1CCN(CC1)CC(=O)Nc1c(cc2OCOc2c1)C(=O)C)CC. The result is 0 (inactive).